From a dataset of Forward reaction prediction with 1.9M reactions from USPTO patents (1976-2016). Predict the product of the given reaction. (1) Given the reactants [C:1]([O:4][CH2:5][C:6]1[CH:11]=[CH:10][C:9]([CH2:12][N:13]2[CH:21]=[N:20][C:19]3[C:14]2=[N:15][C:16]([CH2:23][CH2:24][CH2:25][CH3:26])=[N:17][C:18]=3[NH2:22])=[CH:8][CH:7]=1)(=[O:3])[CH3:2].C([O-])(=O)C.[Na+].[Br:32]Br.C(=O)([O-])O.[Na+], predict the reaction product. The product is: [C:1]([O:4][CH2:5][C:6]1[CH:7]=[CH:8][C:9]([CH2:12][N:13]2[C:21]([Br:32])=[N:20][C:19]3[C:14]2=[N:15][C:16]([CH2:23][CH2:24][CH2:25][CH3:26])=[N:17][C:18]=3[NH2:22])=[CH:10][CH:11]=1)(=[O:3])[CH3:2]. (2) Given the reactants [Cl:1][C:2]1[CH:3]=[C:4]2[C:9](=[CH:10][CH:11]=1)[CH:8]=[C:7]([S:12]([N:15]1[CH2:20][CH2:19][N:18]([C:21](=[O:36])[C:22]3[CH:27]=[CH:26][C:25]([C:28]4[CH:33]=[CH:32][N:31]=[CH:30][CH:29]=4)=[C:24]([O:34]C)[CH:23]=3)[CH2:17][CH2:16]1)(=[O:14])=[O:13])[CH:6]=[CH:5]2.O.C(=O)(O)[O-].[Na+].Cl, predict the reaction product. The product is: [ClH:1].[Cl:1][C:2]1[CH:3]=[C:4]2[C:9](=[CH:10][CH:11]=1)[CH:8]=[C:7]([S:12]([N:15]1[CH2:20][CH2:19][N:18]([C:21](=[O:36])[C:22]3[CH:27]=[CH:26][C:25]([C:28]4[CH:33]=[CH:32][N:31]=[CH:30][CH:29]=4)=[C:24]([OH:34])[CH:23]=3)[CH2:17][CH2:16]1)(=[O:13])=[O:14])[CH:6]=[CH:5]2. (3) Given the reactants [C:1]1([C:19]2[CH:24]=[CH:23][CH:22]=[CH:21][CH:20]=2)[CH:6]=[CH:5][CH:4]=[C:3]([C:7]#[C:8][C:9]2[CH:10]=[C:11]([CH2:15][CH2:16][CH2:17]O)[CH:12]=[CH:13][CH:14]=2)[CH:2]=1.[C:25]1(=[O:35])[NH:29][C:28](=[O:30])[C:27]2=[CH:31][CH:32]=[CH:33][CH:34]=[C:26]12, predict the reaction product. The product is: [C:1]1([C:19]2[CH:20]=[CH:21][CH:22]=[CH:23][CH:24]=2)[CH:6]=[CH:5][CH:4]=[C:3]([C:7]#[C:8][C:9]2[CH:10]=[C:11]([CH2:15][CH2:16][CH2:17][N:29]3[C:25](=[O:35])[C:26]4[C:27](=[CH:31][CH:32]=[CH:33][CH:34]=4)[C:28]3=[O:30])[CH:12]=[CH:13][CH:14]=2)[CH:2]=1. (4) Given the reactants [S:1]1[CH:5]=[CH:4][C:3]([CH:6]=[O:7])=[C:2]1[CH:8]=[O:9].Br[CH2:11][CH2:12][CH2:13][O:14][CH:13]1[CH2:12][CH2:11]CC[O:14]1.BrCCCCC=C, predict the reaction product. The product is: [OH:14][CH2:13][CH2:12][CH2:11][C:4]1[C:3]([CH:6]=[O:7])=[C:2]([CH:8]=[O:9])[S:1][CH:5]=1. (5) Given the reactants [CH2:1]([C:4]1[S:28][C:7]2[N:8]=[C:9]([C:25]([NH2:27])=O)[N:10]=[C:11]([N:12]3[CH2:17][CH2:16][N:15]4[C:18]([C:21]([F:24])([F:23])[F:22])=[N:19][N:20]=[C:14]4[CH2:13]3)[C:6]=2[CH:5]=1)[CH2:2][CH3:3].COC1C=CC(P2(SP(C3C=CC(OC)=CC=3)(=S)S2)=[S:38])=CC=1, predict the reaction product. The product is: [CH2:1]([C:4]1[S:28][C:7]2[N:8]=[C:9]([C:25](=[S:38])[NH2:27])[N:10]=[C:11]([N:12]3[CH2:17][CH2:16][N:15]4[C:18]([C:21]([F:24])([F:23])[F:22])=[N:19][N:20]=[C:14]4[CH2:13]3)[C:6]=2[CH:5]=1)[CH2:2][CH3:3].